The task is: Predict the reactants needed to synthesize the given product.. This data is from Full USPTO retrosynthesis dataset with 1.9M reactions from patents (1976-2016). The reactants are: [CH3:1][N:2]([C@@H:10]([CH3:34])[C:11]([NH:13][C@H:14]1[C@H:20]([CH3:21])[N:19]([C:22](=[O:28])[CH2:23][S:24]([CH3:27])(=[O:26])=[O:25])[C:18]2[CH:29]=[CH:30][CH:31]=[CH:32][C:17]=2[NH:16][C:15]1=[O:33])=[O:12])[C:3](=[O:9])[O:4][C:5]([CH3:8])([CH3:7])[CH3:6].Br.Br[CH2:37][C:38]1[C:47]2[C:42](=[CH:43][CH:44]=[CH:45][CH:46]=2)[N:41]=[CH:40][CH:39]=1.C(=O)([O-])[O-].[Cs+].[Cs+]. Given the product [CH3:1][N:2]([C@@H:10]([CH3:34])[C:11]([NH:13][C@H:14]1[C@H:20]([CH3:21])[N:19]([C:22](=[O:28])[CH2:23][S:24]([CH3:27])(=[O:25])=[O:26])[C:18]2[CH:29]=[CH:30][CH:31]=[CH:32][C:17]=2[N:16]([CH2:37][C:38]2[C:47]3[C:42](=[CH:43][CH:44]=[CH:45][CH:46]=3)[N:41]=[CH:40][CH:39]=2)[C:15]1=[O:33])=[O:12])[C:3](=[O:9])[O:4][C:5]([CH3:6])([CH3:7])[CH3:8], predict the reactants needed to synthesize it.